From a dataset of Catalyst prediction with 721,799 reactions and 888 catalyst types from USPTO. Predict which catalyst facilitates the given reaction. (1) Reactant: Br[CH2:2][C:3]1[CH:4]=[C:5]([CH2:9][C:10]([O:12][CH3:13])=[O:11])[CH:6]=[CH:7][CH:8]=1.C[N+]1([O-])CC[O:18]CC1.O. Product: [CH3:13][O:12][C:10]([CH2:9][C:5]1[CH:4]=[C:3]([CH:8]=[CH:7][CH:6]=1)[CH:2]=[O:18])=[O:11]. The catalyst class is: 16. (2) Reactant: [CH3:1][C:2]1[CH:3]=[CH:4][C:5]([C:19]([NH:21][C:22]2[CH:23]=[CH:24][C:25]([CH2:32][N:33]3[CH2:38][CH2:37][N:36]([CH3:39])[CH2:35][CH2:34]3)=[C:26]([C:28]([F:31])([F:30])[F:29])[CH:27]=2)=[O:20])=[CH:6][C:7]=1[C:8]#[C:9][C:10]1[N:14]2[N:15]=[CH:16][CH:17]=[CH:18][C:13]2=[N:12][CH:11]=1.CO. Product: [CH3:1][C:2]1[CH:3]=[CH:4][C:5]([C:19]([NH:21][C:22]2[CH:23]=[CH:24][C:25]([CH2:32][N:33]3[CH2:34][CH2:35][N:36]([CH3:39])[CH2:37][CH2:38]3)=[C:26]([C:28]([F:30])([F:31])[F:29])[CH:27]=2)=[O:20])=[CH:6][C:7]=1[C:8]#[C:9][C:10]1[N:14]2[N:15]=[CH:16][CH:17]=[CH:18][C:13]2=[N:12][CH:11]=1. The catalyst class is: 5. (3) Reactant: Cl[C:2]1[N:6]([CH2:7][CH2:8][O:9][CH2:10][CH3:11])[C:5]2[CH:12]=[CH:13][CH:14]=[CH:15][C:4]=2[N:3]=1.[NH:16]1[CH2:22][CH2:21][CH2:20][NH:19][CH2:18][CH2:17]1.N12CCCN=C1CCCCC2. Product: [NH3:3].[CH3:8][OH:9].[CH2:10]([O:9][CH2:8][CH2:7][N:6]1[C:5]2[CH:12]=[CH:13][CH:14]=[CH:15][C:4]=2[N:3]=[C:2]1[N:16]1[CH2:22][CH2:21][CH2:20][NH:19][CH2:18][CH2:17]1)[CH3:11]. The catalyst class is: 17. (4) Reactant: I.[CH3:2][S:3][C:4]1[NH:5][CH2:6][CH2:7][N:8]=1.C(N(CC)CC)C.[CH3:16][C:17]([O:20][C:21](O[C:21]([O:20][C:17]([CH3:19])([CH3:18])[CH3:16])=[O:22])=[O:22])([CH3:19])[CH3:18]. Product: [C:21]([N:8]1[CH2:7][CH2:6][N:5]=[C:4]1[S:3][CH3:2])([O:20][C:17]([CH3:19])([CH3:18])[CH3:16])=[O:22]. The catalyst class is: 2.